The task is: Predict which catalyst facilitates the given reaction.. This data is from Catalyst prediction with 721,799 reactions and 888 catalyst types from USPTO. (1) Reactant: [C:9](O[C:9]([O:11][C:12]([CH3:15])([CH3:14])[CH3:13])=[O:10])([O:11][C:12]([CH3:15])([CH3:14])[CH3:13])=[O:10].[NH2:16][CH2:17][CH2:18][O:19][CH2:20][CH2:21][OH:22].O. Product: [C:12]([O:11][C:9](=[O:10])[NH:16][CH2:17][CH2:18][O:19][CH2:20][CH2:21][OH:22])([CH3:13])([CH3:14])[CH3:15]. The catalyst class is: 22. (2) Reactant: [CH:1]1([CH2:6][CH:7]([C:11]2[CH:16]=[CH:15][C:14]([Cl:17])=[C:13]([Cl:18])[CH:12]=2)[C:8]([OH:10])=O)[CH2:5][CH2:4][CH2:3][CH2:2]1.C(Cl)(=O)C(Cl)=O.[NH2:25][C:26]1[N:31]=[CH:30][CH:29]=[CH:28][N:27]=1. Product: [CH:1]1([CH2:6][CH:7]([C:11]2[CH:16]=[CH:15][C:14]([Cl:17])=[C:13]([Cl:18])[CH:12]=2)[C:8]([NH:25][C:26]2[N:31]=[CH:30][CH:29]=[CH:28][N:27]=2)=[O:10])[CH2:2][CH2:3][CH2:4][CH2:5]1. The catalyst class is: 306. (3) Reactant: [C:1]([NH:4]/[C:5](/[CH3:11])=[CH:6]/[C:7]([O:9][CH3:10])=[O:8])(=[O:3])[CH3:2].[H][H]. Product: [C:1]([NH:4][C@@H:5]([CH3:11])[CH2:6][C:7]([O:9][CH3:10])=[O:8])(=[O:3])[CH3:2]. The catalyst class is: 5. (4) Reactant: [CH3:1][O:2][C:3]1[CH:10]=[C:9]([O:11][CH3:12])[CH:8]=[CH:7][C:4]=1[CH2:5][NH2:6].[Br:13][C:14]1[C:18]2[C:19](Cl)=[N:20][CH:21]=[CH:22][C:17]=2[N:16]([C@@H:24]2[CH2:29][CH2:28][CH2:27][N:26]([C:30]([O:32][C:33]([CH3:36])([CH3:35])[CH3:34])=[O:31])[CH2:25]2)[N:15]=1.CCN(C(C)C)C(C)C. Product: [Br:13][C:14]1[C:18]2[C:19]([NH:6][CH2:5][C:4]3[CH:7]=[CH:8][C:9]([O:11][CH3:12])=[CH:10][C:3]=3[O:2][CH3:1])=[N:20][CH:21]=[CH:22][C:17]=2[N:16]([C@@H:24]2[CH2:29][CH2:28][CH2:27][N:26]([C:30]([O:32][C:33]([CH3:36])([CH3:35])[CH3:34])=[O:31])[CH2:25]2)[N:15]=1. The catalyst class is: 10.